From a dataset of Reaction yield outcomes from USPTO patents with 853,638 reactions. Predict the reaction yield, written as a fraction of the theoretical maximum amount of product (1.0 means a 100% yield; for example, 0.34 means a 34% yield). (1) The reactants are [Cl:1][C:2]1[C:11]2[C:6](=[CH:7][C:8](F)=[CH:9][CH:10]=2)[C:5]([O:13][CH3:14])=[CH:4][N:3]=1.[CH3:15][NH:16][CH3:17].C1COCC1. No catalyst specified. The product is [Cl:1][C:2]1[C:11]2[C:6](=[CH:7][C:8]([N:16]([CH3:17])[CH3:15])=[CH:9][CH:10]=2)[C:5]([O:13][CH3:14])=[CH:4][N:3]=1. The yield is 0.700. (2) The reactants are [Cl:1][C:2]1[CH:15]=[C:14]([CH:16]=[CH2:17])[CH:13]=[CH:12][C:3]=1[CH2:4][NH:5][C:6]1[CH:11]=[CH:10][CH:9]=[CH:8][N:7]=1.Br[CH:19]([C:24]1[CH:25]=[C:26]([Cl:32])[C:27]([Cl:31])=[C:28]([Cl:30])[CH:29]=1)[C:20]([F:23])([F:22])[F:21].N1C=CC=CC=1C1C=CC=CN=1. The catalyst is ClC1C=CC=CC=1Cl.Cl[Cu]. The product is [Cl:1][C:2]1[CH:15]=[C:14](/[CH:16]=[CH:17]/[CH:19]([C:24]2[CH:25]=[C:26]([Cl:32])[C:27]([Cl:31])=[C:28]([Cl:30])[CH:29]=2)[C:20]([F:22])([F:21])[F:23])[CH:13]=[CH:12][C:3]=1[CH2:4][NH:5][C:6]1[CH:11]=[CH:10][CH:9]=[CH:8][N:7]=1. The yield is 0.350. (3) The reactants are [C:1]([O:5][C:6](=[O:13])[NH:7][CH2:8][CH2:9][N:10]=[N+:11]=[N-:12])([CH3:4])([CH3:3])[CH3:2].[C:14]([O:18][CH3:19])(=[O:17])[C:15]#[CH:16].O=C1O[C@H]([C@H](CO)O)C([O-])=C1O.[Na+]. The catalyst is CN(C=O)C.O.O.O.O.O.O.S([O-])([O-])(=O)=O.[Cu+2]. The product is [CH3:19][O:18][C:14]([C:15]1[N:12]=[N:11][N:10]([CH2:9][CH2:8][NH:7][C:6]([O:5][C:1]([CH3:4])([CH3:2])[CH3:3])=[O:13])[CH:16]=1)=[O:17]. The yield is 0.750. (4) The reactants are Cl[C:2]1[N:7]=[C:6]([Cl:8])[N:5]=[C:4]([CH3:9])[N:3]=1.[CH3:10][O:11][C:12]1[CH:17]=[CH:16][C:15]([CH2:18][NH2:19])=[CH:14][CH:13]=1.C(N(C(C)C)C(C)C)C.CCOC(C)=O. The catalyst is CN(C=O)C. The product is [Cl:8][C:6]1[N:5]=[C:4]([CH3:9])[N:3]=[C:2]([NH:19][CH2:18][C:15]2[CH:16]=[CH:17][C:12]([O:11][CH3:10])=[CH:13][CH:14]=2)[N:7]=1. The yield is 0.950. (5) The reactants are [CH:1]([C:3]1[NH:7][C:6]([CH3:8])=[C:5]([CH2:9][CH2:10][C:11]([OH:13])=O)[C:4]=1[CH3:14])=[O:2].[CH3:15][N:16]1[CH2:21][CH2:20][NH:19][CH2:18][CH2:17]1. No catalyst specified. The product is [CH3:14][C:4]1[C:5]([CH2:9][CH2:10][C:11]([N:19]2[CH2:20][CH2:21][N:16]([CH3:15])[CH2:17][CH2:18]2)=[O:13])=[C:6]([CH3:8])[NH:7][C:3]=1[CH:1]=[O:2]. The yield is 0.720. (6) The reactants are [Cl:1][C:2]1[CH:3]=[C:4]([NH:13][CH:14]2[CH2:17][CH2:16][CH2:15]2)[C:5]([CH3:12])=[C:6]([CH:11]=1)[C:7]([O:9][CH3:10])=[O:8].[CH:18](=O)[CH3:19].C(O)(=O)C.C(O[BH-](OC(=O)C)OC(=O)C)(=O)C.[Na+]. The catalyst is ClC(Cl)C. The product is [Cl:1][C:2]1[CH:3]=[C:4]([N:13]([CH:14]2[CH2:17][CH2:16][CH2:15]2)[CH2:18][CH3:19])[C:5]([CH3:12])=[C:6]([CH:11]=1)[C:7]([O:9][CH3:10])=[O:8]. The yield is 0.910. (7) The reactants are [CH:1]1([S:4]([NH:7][C@@H:8]2[CH2:12][N:11]([C:13]([NH:15][CH2:16][C:17]3[N:18]=[C:19]4[CH:25]=[CH:24][N:23]([S:26]([C:29]5[CH:35]=[CH:34][C:32]([CH3:33])=[CH:31][CH:30]=5)(=[O:28])=[O:27])[C:20]4=[N:21][CH:22]=3)=O)[C@H:10]([CH3:36])[CH2:9]2)(=[O:6])=[O:5])[CH2:3][CH2:2]1.O=P(Cl)(Cl)Cl.[OH-].[Na+]. No catalyst specified. The product is [CH3:36][C@H:10]1[N:11]([C:13]2[N:18]3[C:19]4[CH:25]=[CH:24][N:23]([S:26]([C:29]5[CH:35]=[CH:34][C:32]([CH3:33])=[CH:31][CH:30]=5)(=[O:28])=[O:27])[C:20]=4[N:21]=[CH:22][C:17]3=[CH:16][N:15]=2)[CH2:12][C@@H:8]([NH:7][S:4]([CH:1]2[CH2:3][CH2:2]2)(=[O:6])=[O:5])[CH2:9]1. The yield is 0.940.